The task is: Predict the reactants needed to synthesize the given product.. This data is from Full USPTO retrosynthesis dataset with 1.9M reactions from patents (1976-2016). (1) The reactants are: [CH3:1][N:2]1[C:6]([C:7]2[CH:19]=[N:18][C:17]3[C:16]4[C:11](=[C:12]([C:21]([O:23][CH3:24])=[O:22])[CH:13]=[CH:14][C:15]=4[F:20])[NH:10][C:9]=3[CH:8]=2)=[C:5]([CH3:25])[N:4]=[N:3]1.[C:26]1([C@@H:32]([CH:34]2[CH2:39][CH2:38][O:37][CH2:36][CH2:35]2)O)[CH:31]=[CH:30][CH:29]=[CH:28][CH:27]=1.C1(P(C2C=CC=CC=2)C2C=CC=CC=2)C=CC=CC=1.CC(OC(/N=N/C(OC(C)C)=O)=O)C. Given the product [CH3:1][N:2]1[C:6]([C:7]2[CH:19]=[N:18][C:17]3[C:16]4[C:11](=[C:12]([C:21]([O:23][CH3:24])=[O:22])[CH:13]=[CH:14][C:15]=4[F:20])[N:10]([C@H:32]([C:26]4[CH:31]=[CH:30][CH:29]=[CH:28][CH:27]=4)[CH:34]4[CH2:35][CH2:36][O:37][CH2:38][CH2:39]4)[C:9]=3[CH:8]=2)=[C:5]([CH3:25])[N:4]=[N:3]1, predict the reactants needed to synthesize it. (2) Given the product [C:52]([NH:49][C:50]([NH:40][C:36]1[CH:37]=[CH:38][CH:39]=[C:34]([O:33][C:30]2[CH:31]=[CH:32][C:27]([NH:26][C:24]3[C:25]4[N:17]([CH2:16][CH2:15][O:14][CH2:13][CH2:12][OH:11])[CH:18]=[CH:19][C:20]=4[N:21]=[CH:22][N:23]=3)=[CH:28][C:29]=2[Cl:41])[CH:35]=1)=[O:51])([CH3:55])([CH3:54])[CH3:53], predict the reactants needed to synthesize it. The reactants are: Cl.Cl.C([O:11][CH2:12][CH2:13][O:14][CH2:15][CH2:16][N:17]1[C:25]2[C:24]([NH:26][C:27]3[CH:32]=[CH:31][C:30]([O:33][C:34]4[CH:39]=[CH:38][CH:37]=[C:36]([NH2:40])[CH:35]=4)=[C:29]([Cl:41])[CH:28]=3)=[N:23][CH:22]=[N:21][C:20]=2[CH:19]=[CH:18]1)(=O)C1C=CC=CC=1.C(N(CC)CC)C.[N:49]([C:52]([CH3:55])([CH3:54])[CH3:53])=[C:50]=[O:51].O. (3) Given the product [ClH:37].[CH3:12][CH:10]([NH:9][C:8]1[C:3]([C:1]#[N:2])=[CH:4][C:5]([C:13]2[O:17][N:16]=[C:15]([C:18]3[CH:35]=[CH:34][C:21]4[CH2:22][CH2:23][NH:24][CH2:25][CH2:26][C:20]=4[C:19]=3[CH3:36])[N:14]=2)=[CH:6][N:7]=1)[CH3:11], predict the reactants needed to synthesize it. The reactants are: [C:1]([C:3]1[CH:4]=[C:5]([C:13]2[O:17][N:16]=[C:15]([C:18]3[CH:35]=[CH:34][C:21]4[CH2:22][CH2:23][N:24](C(OC(C)(C)C)=O)[CH2:25][CH2:26][C:20]=4[C:19]=3[CH3:36])[N:14]=2)[CH:6]=[N:7][C:8]=1[NH:9][CH:10]([CH3:12])[CH3:11])#[N:2].[ClH:37].